From a dataset of Forward reaction prediction with 1.9M reactions from USPTO patents (1976-2016). Predict the product of the given reaction. (1) Given the reactants Cl[C:2]1[N:3]=[C:4]([NH2:11])[C:5]2[CH:10]=[CH:9][NH:8][C:6]=2[N:7]=1.[NH2:12][C:13]1[CH:21]=[C:20]2[C:16]([CH:17]=[N:18][NH:19]2)=[CH:15][CH:14]=1.C[Si](Cl)(C)C, predict the reaction product. The product is: [NH:19]1[C:20]2[C:16](=[CH:15][CH:14]=[C:13]([NH:12][C:2]3[N:3]=[C:4]([NH2:11])[C:5]4[CH:10]=[CH:9][NH:8][C:6]=4[N:7]=3)[CH:21]=2)[CH:17]=[N:18]1. (2) Given the reactants [CH:1]1([NH:7][C:8]([C:10]2[C:19]3[C:14](=[CH:15][CH:16]=[CH:17][CH:18]=3)[C:13]([S:20](=[O:29])(=[O:28])[NH:21][CH:22]3[CH2:27][CH2:26][NH:25][CH2:24][CH2:23]3)=[CH:12][CH:11]=2)=[O:9])[CH2:6][CH2:5][CH2:4][CH2:3][CH2:2]1.[C:30](Cl)(=[O:34])[CH2:31][CH2:32][CH3:33].Cl[C:37](OCC)=O, predict the reaction product. The product is: [C:2]1([CH3:37])[CH:3]=[CH:4][CH:5]=[CH:6][C:1]=1[NH:7][C:8]([C:10]1[C:19]2[C:14](=[CH:15][CH:16]=[CH:17][CH:18]=2)[C:13]([S:20](=[O:29])(=[O:28])[NH:21][CH:22]2[CH2:23][CH2:24][N:25]([C:30](=[O:34])[CH2:31][CH2:32][CH3:33])[CH2:26][CH2:27]2)=[CH:12][CH:11]=1)=[O:9]. (3) Given the reactants [Si]([O:18][CH2:19][CH2:20][N:21]1[CH:25]=[C:24]([C:26]2[N:31]=[C:30]([N:32]3[CH2:36][CH2:35][CH2:34][C@H:33]3[C:37]3[CH:42]=[CH:41][C:40]([CH3:43])=[CH:39][CH:38]=3)[N:29]=[C:28]([NH:44][C:45]3[S:46][C:47]([C:50]#[N:51])=[CH:48][N:49]=3)[C:27]=2[O:52][CH3:53])[CH:23]=[N:22]1)(C(C)(C)C)(C1C=CC=CC=1)C1C=CC=CC=1.CO.CS(O)(=O)=O.C(=O)(O)[O-].[Na+], predict the reaction product. The product is: [OH:18][CH2:19][CH2:20][N:21]1[CH:25]=[C:24]([C:26]2[N:31]=[C:30]([N:32]3[CH2:36][CH2:35][CH2:34][C@H:33]3[C:37]3[CH:42]=[CH:41][C:40]([CH3:43])=[CH:39][CH:38]=3)[N:29]=[C:28]([NH:44][C:45]3[S:46][C:47]([C:50]#[N:51])=[CH:48][N:49]=3)[C:27]=2[O:52][CH3:53])[CH:23]=[N:22]1. (4) Given the reactants [CH2:1]([O:3][C:4](=[O:26])[CH2:5][CH2:6][CH2:7][O:8][C:9]1[CH:14]=[CH:13][C:12]([C:15]2[CH:20]=[CH:19][C:18]([O:21][CH2:22][CH3:23])=[CH:17][CH:16]=2)=[CH:11][C:10]=1C=O)[CH3:2].[O-][CH2:28]C.[Na+].Cl, predict the reaction product. The product is: [CH2:1]([O:3][C:4]([C:5]1[CH2:6][CH2:7][O:8][C:9]2[CH:14]=[CH:13][C:12]([C:15]3[CH:20]=[CH:19][C:18]([O:21][CH2:22][CH3:23])=[CH:17][CH:16]=3)=[CH:11][C:10]=2[CH:28]=1)=[O:26])[CH3:2].